Task: Predict which catalyst facilitates the given reaction.. Dataset: Catalyst prediction with 721,799 reactions and 888 catalyst types from USPTO (1) Reactant: Cl.[F:2][C:3]([F:11])([F:10])[CH:4]1[CH2:9][CH2:8][NH:7][CH2:6][CH2:5]1.[CH3:12][O:13][C:14](=[O:17])[CH2:15]Br.C(N(CC)CC)C. Product: [CH3:12][O:13][C:14](=[O:17])[CH2:15][N:7]1[CH2:8][CH2:9][CH:4]([C:3]([F:11])([F:10])[F:2])[CH2:5][CH2:6]1. The catalyst class is: 20. (2) Reactant: [CH2:1]([N:3]1[C:11]2[C:6](=[CH:7][C:8]([C:12](=O)[CH2:13][C:14]([O:16]CC)=O)=[CH:9][CH:10]=2)[CH:5]=[N:4]1)[CH3:2].[NH2:20][C:21]1[NH:25][N:24]=[C:23]([CH3:26])[C:22]=1[C:27]([O:29][CH2:30][CH3:31])=[O:28].CC1C=CC(S(O)(=O)=O)=CC=1. Product: [CH2:1]([N:3]1[C:11]2[C:6](=[CH:7][C:8]([C:12]3[NH:20][C:21]4[N:25]([N:24]=[C:23]([CH3:26])[C:22]=4[C:27]([O:29][CH2:30][CH3:31])=[O:28])[C:14](=[O:16])[CH:13]=3)=[CH:9][CH:10]=2)[CH:5]=[N:4]1)[CH3:2]. The catalyst class is: 114.